This data is from Peptide-MHC class I binding affinity with 185,985 pairs from IEDB/IMGT. The task is: Regression. Given a peptide amino acid sequence and an MHC pseudo amino acid sequence, predict their binding affinity value. This is MHC class I binding data. The peptide sequence is IYVGQKLAI. The MHC is H-2-Kd with pseudo-sequence H-2-Kd. The binding affinity (normalized) is 0.594.